Predict the reactants needed to synthesize the given product. From a dataset of Full USPTO retrosynthesis dataset with 1.9M reactions from patents (1976-2016). Given the product [Cl:21][C:18]1[CH:19]=[CH:20][C:15]([N:14]([CH:26]([CH3:28])[CH3:27])[CH2:13][C@@H:9]2[CH2:10][CH2:11][CH2:12][NH:8]2)=[CH:16][C:17]=1[O:22][CH3:23], predict the reactants needed to synthesize it. The reactants are: C(OC([N:8]1[CH2:12][CH2:11][CH2:10][C@H:9]1[CH2:13][NH:14][C:15]1[CH:20]=[CH:19][C:18]([Cl:21])=[C:17]([O:22][CH3:23])[CH:16]=1)=O)(C)(C)C.CO[C:26]([CH3:28])=[CH2:27].FC(F)(F)C(O)=O.C(O[BH-](OC(=O)C)OC(=O)C)(=O)C.[Na+].